Dataset: Peptide-MHC class II binding affinity with 134,281 pairs from IEDB. Task: Regression. Given a peptide amino acid sequence and an MHC pseudo amino acid sequence, predict their binding affinity value. This is MHC class II binding data. (1) The peptide sequence is FDPYGATISATPESK. The MHC is HLA-DQA10401-DQB10402 with pseudo-sequence HLA-DQA10401-DQB10402. The binding affinity (normalized) is 0.654. (2) The peptide sequence is INKWQVVAPQLPADL. The MHC is HLA-DPA10103-DPB10201 with pseudo-sequence HLA-DPA10103-DPB10201. The binding affinity (normalized) is 0.237. (3) The peptide sequence is RNVRFSDEGGFTCFF. The MHC is HLA-DQA10101-DQB10501 with pseudo-sequence HLA-DQA10101-DQB10501. The binding affinity (normalized) is 0.156. (4) The binding affinity (normalized) is 0.0474. The peptide sequence is PDRLTDQIKCFEKFF. The MHC is DRB1_0101 with pseudo-sequence DRB1_0101. (5) The peptide sequence is LSKDGCTSAKGPDYK. The MHC is DRB1_1302 with pseudo-sequence DRB1_1302. The binding affinity (normalized) is 0.0768. (6) The peptide sequence is AMAPTMAAPGAAVAS. The MHC is HLA-DPA10103-DPB10401 with pseudo-sequence HLA-DPA10103-DPB10401. The binding affinity (normalized) is 0.225.